This data is from NCI-60 drug combinations with 297,098 pairs across 59 cell lines. The task is: Regression. Given two drug SMILES strings and cell line genomic features, predict the synergy score measuring deviation from expected non-interaction effect. (1) Drug 1: C1=CC(=C2C(=C1NCCNCCO)C(=O)C3=C(C=CC(=C3C2=O)O)O)NCCNCCO. Drug 2: COC1=CC(=CC(=C1O)OC)C2C3C(COC3=O)C(C4=CC5=C(C=C24)OCO5)OC6C(C(C7C(O6)COC(O7)C8=CC=CS8)O)O. Cell line: TK-10. Synergy scores: CSS=39.5, Synergy_ZIP=1.50, Synergy_Bliss=2.15, Synergy_Loewe=6.76, Synergy_HSA=8.52. (2) Drug 1: COC1=C(C=C2C(=C1)N=CN=C2NC3=CC(=C(C=C3)F)Cl)OCCCN4CCOCC4. Drug 2: CC1=C2C(C(=O)C3(C(CC4C(C3C(C(C2(C)C)(CC1OC(=O)C(C(C5=CC=CC=C5)NC(=O)C6=CC=CC=C6)O)O)OC(=O)C7=CC=CC=C7)(CO4)OC(=O)C)O)C)OC(=O)C. Cell line: MDA-MB-435. Synergy scores: CSS=56.5, Synergy_ZIP=1.68, Synergy_Bliss=1.01, Synergy_Loewe=-39.0, Synergy_HSA=2.07. (3) Drug 1: C1=CC(=CC=C1CCCC(=O)O)N(CCCl)CCCl. Drug 2: C1=NC2=C(N1)C(=S)N=CN2. Cell line: MCF7. Synergy scores: CSS=22.6, Synergy_ZIP=-10.2, Synergy_Bliss=-12.9, Synergy_Loewe=-11.0, Synergy_HSA=-8.29. (4) Drug 1: C1CCC(CC1)NC(=O)N(CCCl)N=O. Drug 2: COC1=NC(=NC2=C1N=CN2C3C(C(C(O3)CO)O)O)N. Cell line: HL-60(TB). Synergy scores: CSS=71.6, Synergy_ZIP=3.50, Synergy_Bliss=3.22, Synergy_Loewe=-3.82, Synergy_HSA=6.32. (5) Drug 1: C1C(C(OC1N2C=NC3=C(N=C(N=C32)Cl)N)CO)O. Drug 2: CCCCCOC(=O)NC1=NC(=O)N(C=C1F)C2C(C(C(O2)C)O)O. Cell line: SR. Synergy scores: CSS=-1.07, Synergy_ZIP=-1.25, Synergy_Bliss=-2.34, Synergy_Loewe=-3.64, Synergy_HSA=-4.18. (6) Drug 1: CN1C2=C(C=C(C=C2)N(CCCl)CCCl)N=C1CCCC(=O)O.Cl. Drug 2: CN(CC1=CN=C2C(=N1)C(=NC(=N2)N)N)C3=CC=C(C=C3)C(=O)NC(CCC(=O)O)C(=O)O. Cell line: OVCAR-4. Synergy scores: CSS=47.9, Synergy_ZIP=1.70, Synergy_Bliss=-0.929, Synergy_Loewe=-41.8, Synergy_HSA=-1.97. (7) Drug 1: COC1=NC(=NC2=C1N=CN2C3C(C(C(O3)CO)O)O)N. Drug 2: CC1CCC2CC(C(=CC=CC=CC(CC(C(=O)C(C(C(=CC(C(=O)CC(OC(=O)C3CCCCN3C(=O)C(=O)C1(O2)O)C(C)CC4CCC(C(C4)OC)OCCO)C)C)O)OC)C)C)C)OC. Cell line: ACHN. Synergy scores: CSS=-3.40, Synergy_ZIP=0.803, Synergy_Bliss=-2.91, Synergy_Loewe=-4.34, Synergy_HSA=-4.19. (8) Drug 1: CC(C)NC(=O)C1=CC=C(C=C1)CNNC.Cl. Drug 2: C1C(C(OC1N2C=NC(=NC2=O)N)CO)O. Cell line: K-562. Synergy scores: CSS=21.5, Synergy_ZIP=-2.24, Synergy_Bliss=-5.91, Synergy_Loewe=-8.98, Synergy_HSA=-2.02.